Dataset: Reaction yield outcomes from USPTO patents with 853,638 reactions. Task: Predict the reaction yield, written as a fraction of the theoretical maximum amount of product (1.0 means a 100% yield; for example, 0.34 means a 34% yield). (1) The reactants are C1(C)C=CC=CC=1.[F:8][C:9]([F:20])([F:19])[C:10]([C:12]1[CH:17]=[CH:16][C:15]([F:18])=[CH:14][CH:13]=1)=[O:11].[B]1OC2C(=CC=CC=2)O1.Cl. The catalyst is O1CCBN1.C(OCC)(=O)C.ClCCl. The product is [F:20][C:9]([F:8])([F:19])[C@@H:10]([C:12]1[CH:13]=[CH:14][C:15]([F:18])=[CH:16][CH:17]=1)[OH:11]. The yield is 0.870. (2) The reactants are [C:1]([N:4]1[C:12]2[C:7](=[CH:8][CH:9]=[C:10]([O:13]C)[CH:11]=2)[C:6]([CH2:15][C:16]([O:18][CH3:19])=[O:17])=[CH:5]1)(=[O:3])[CH3:2].B(Br)(Br)Br. The catalyst is ClCCl. The product is [C:1]([N:4]1[C:12]2[C:7](=[CH:8][CH:9]=[C:10]([OH:13])[CH:11]=2)[C:6]([CH2:15][C:16]([O:18][CH3:19])=[O:17])=[CH:5]1)(=[O:3])[CH3:2]. The yield is 0.320. (3) The reactants are [CH2:1]([NH:9][C:10](=[O:12])[CH3:11])[CH2:2][C:3]1[CH:8]=[CH:7][CH:6]=[CH:5][CH:4]=1.[C:13](Cl)(=[O:15])[CH3:14].[Cl-].[Al+3].[Cl-].[Cl-]. The catalyst is C(Cl)Cl. The product is [C:13]([C:6]1[CH:7]=[CH:8][C:3]([CH2:2][CH2:1][NH:9][C:10](=[O:12])[CH3:11])=[CH:4][CH:5]=1)(=[O:15])[CH3:14]. The yield is 0.920. (4) The catalyst is CS(C)=O. The reactants are Cl[C:2]1[CH:7]=[CH:6][C:5]([N+:8]([O-:10])=[O:9])=[CH:4][N:3]=1.[C:11]([C:16]1[CH:21]=[CH:20][C:19]([OH:22])=[CH:18][CH:17]=1)([CH2:14][CH3:15])([CH3:13])[CH3:12].C([O-])([O-])=O.[K+].[K+]. The yield is 0.970. The product is [N+:8]([C:5]1[CH:6]=[CH:7][C:2]([O:22][C:19]2[CH:20]=[CH:21][C:16]([C:11]([CH2:14][CH3:15])([CH3:12])[CH3:13])=[CH:17][CH:18]=2)=[N:3][CH:4]=1)([O-:10])=[O:9]. (5) The catalyst is C(O)CC. The yield is 0.420. The reactants are Br[C:2]1[CH:7]=[CH:6][C:5]([NH:8][C:9]([C:11]2[CH:12]=[CH:13][C:14]3[O:19][CH2:18][CH2:17][N:16]([S:20]([C:23]4[CH:28]=[C:27]([Cl:29])[CH:26]=[CH:25][C:24]=4[O:30][CH3:31])(=[O:22])=[O:21])[C:15]=3[CH:32]=2)=[O:10])=[CH:4][C:3]=1[C:33]#[N:34].C(N([CH2:40][CH3:41])CC)C.[C:42]([O:45][CH2:46]C)(=[O:44])C. The product is [CH2:46]([O:45][C:42](=[O:44])[C:2]1[CH:7]=[CH:6][C:5]([NH:8][C:9]([C:11]2[CH:12]=[CH:13][C:14]3[O:19][CH2:18][CH2:17][N:16]([S:20]([C:23]4[CH:28]=[C:27]([Cl:29])[CH:26]=[CH:25][C:24]=4[O:30][CH3:31])(=[O:21])=[O:22])[C:15]=3[CH:32]=2)=[O:10])=[CH:4][C:3]=1[C:33]#[N:34])[CH2:40][CH3:41]. (6) The reactants are Br[C:2]1[CH:7]=[CH:6][C:5]([CH2:8][C:9]([C:22]2[CH:27]=[CH:26][CH:25]=[C:24]([O:28][C:29]([F:32])([F:31])[F:30])[CH:23]=2)([C:11]2[CH:16]=[CH:15][CH:14]=[C:13]([O:17][C:18]([F:21])([F:20])[F:19])[CH:12]=2)[NH2:10])=[CH:4][CH:3]=1.[Br-].[CH2:34]([O:36][C:37](=[O:41])[CH2:38][CH2:39][Zn+])[CH3:35].C(N(CC)CC)C.[F:49][C:50]1[CH:58]=[CH:57][C:53]([C:54](Cl)=[O:55])=[CH:52][C:51]=1[C:59]([F:62])([F:61])[F:60]. The catalyst is C1COCC1.CCOCC.C1C=CC([P]([Pd]([P](C2C=CC=CC=2)(C2C=CC=CC=2)C2C=CC=CC=2)([P](C2C=CC=CC=2)(C2C=CC=CC=2)C2C=CC=CC=2)[P](C2C=CC=CC=2)(C2C=CC=CC=2)C2C=CC=CC=2)(C2C=CC=CC=2)C2C=CC=CC=2)=CC=1. The product is [F:49][C:50]1[CH:58]=[CH:57][C:53]([C:54]([NH:10][C:9]([C:22]2[CH:27]=[CH:26][CH:25]=[C:24]([O:28][C:29]([F:32])([F:31])[F:30])[CH:23]=2)([C:11]2[CH:16]=[CH:15][CH:14]=[C:13]([O:17][C:18]([F:21])([F:20])[F:19])[CH:12]=2)[CH2:8][C:5]2[CH:6]=[CH:7][C:2]([CH2:39][CH2:38][C:37]([O:36][CH2:34][CH3:35])=[O:41])=[CH:3][CH:4]=2)=[O:55])=[CH:52][C:51]=1[C:59]([F:60])([F:61])[F:62]. The yield is 0.310. (7) The reactants are [CH3:1][C:2]1([CH3:31])[N:6]([C:7]2[S:8][C:9]3[CH:15]=[C:14]([CH2:16][N:17]4[C:21]5[CH:22]=[CH:23][C:24]([OH:26])=[CH:25][C:20]=5[N:19]=[CH:18]4)[CH:13]=[CH:12][C:10]=3[N:11]=2)[C@@H:5]2[CH2:27][CH2:28][CH2:29][CH2:30][C@H:4]2[O:3]1.I[CH2:33][CH2:34][OH:35].C([O-])([O-])=O.[Cs+].[Cs+].CN1C(=O)CCC1. The catalyst is CCOC(C)=O. The product is [CH3:1][C:2]1([CH3:31])[N:6]([C:7]2[S:8][C:9]3[CH:15]=[C:14]([CH2:16][N:17]4[C:21]5[CH:22]=[CH:23][C:24]([O:26][CH2:33][CH2:34][OH:35])=[CH:25][C:20]=5[N:19]=[CH:18]4)[CH:13]=[CH:12][C:10]=3[N:11]=2)[C@@H:5]2[CH2:27][CH2:28][CH2:29][CH2:30][C@H:4]2[O:3]1. The yield is 0.390. (8) The reactants are [CH3:1][N:2]1[C:6]([C:7]2[CH:8]=[C:9]([C@@H:13]([NH:17][C:18](=[O:24])[O:19][C:20]([CH3:23])([CH3:22])[CH3:21])[CH2:14][CH:15]=[CH2:16])[CH:10]=[N:11][CH:12]=2)=[C:5]([NH:25][C:26](=[O:31])[C@H:27](C)[CH:28]=C)[CH:4]=[N:3]1.CC1C=CC(S(O)(=O)=O)=CC=1.O. The catalyst is C(Cl)Cl.Cl[Ru](=C1N(C2C(C)=CC(C)=CC=2C)CCN1C1C(C)=CC(C)=CC=1C)(Cl)(=CC1C=CC=CC=1)[P](C1CCCCC1)(C1CCCCC1)C1CCCCC1. The product is [CH3:1][N:2]1[N:3]=[CH:4][C:5]2[NH:25][C:26](=[O:31])[C@H:27]([CH3:28])[CH:16]=[CH:15][CH2:14][C@H:13]([NH:17][C:18](=[O:24])[O:19][C:20]([CH3:21])([CH3:22])[CH3:23])[C:9]3[CH:8]=[C:7]([CH:12]=[N:11][CH:10]=3)[C:6]1=2. The yield is 0.140. (9) The reactants are [NH2:1][CH:2]1[CH2:8][C:7]2[CH:9]=[CH:10][CH:11]=[CH:12][C:6]=2[CH2:5][N:4]([CH3:13])[C:3]1=[O:14].[CH2:15]([CH:17]([CH2:21]CCC)[C:18]([O-])=O)C.[Na+].[CH2:26]([OH:40])[C@@H:27]([OH:39])[C@@H:28]([OH:38])[C@H:29]([OH:37])[C@@H:30]([OH:36])[C@@H:31](O)[C:32](O)=O.ClCCl.[CH3:44]O.[CH2:46]1[CH2:50]OC[CH2:47]1. The catalyst is C(Cl)Cl.C(OCC)(=O)C. The product is [CH3:15][C:17]([CH3:21])([CH3:18])/[CH:32]=[CH:31]/[C@H:30]1[O:36][C:46]([CH3:50])([CH3:47])[O:38][C@@H:28]([C@@H:27]([O:39][CH3:44])[C:26]([NH:1][CH:2]2[CH2:8][C:7]3[CH:9]=[CH:10][CH:11]=[CH:12][C:6]=3[CH2:5][N:4]([CH3:13])[C:3]2=[O:14])=[O:40])[C@H:29]1[OH:37]. The yield is 0.590.